Dataset: Forward reaction prediction with 1.9M reactions from USPTO patents (1976-2016). Task: Predict the product of the given reaction. Given the reactants [S:1]([N:11]1[C:15]2[N:16]=[CH:17][N:18]=[C:19]([NH:20][CH:21]3[CH2:26][CH2:25][N:24](C(OC(C)(C)C)=O)[CH2:23][CH2:22]3)[C:14]=2[CH:13]=[CH:12]1)([C:4]1[CH:10]=[CH:9][C:7]([CH3:8])=[CH:6][CH:5]=1)(=[O:3])=[O:2].Cl.CO, predict the reaction product. The product is: [NH:24]1[CH2:25][CH2:26][CH:21]([NH:20][C:19]2[C:14]3[CH:13]=[CH:12][N:11]([S:1]([C:4]4[CH:10]=[CH:9][C:7]([CH3:8])=[CH:6][CH:5]=4)(=[O:3])=[O:2])[C:15]=3[N:16]=[CH:17][N:18]=2)[CH2:22][CH2:23]1.